From a dataset of Catalyst prediction with 721,799 reactions and 888 catalyst types from USPTO. Predict which catalyst facilitates the given reaction. (1) Product: [CH3:1][C:2]1[C:6]([C:7]2[CH:12]=[C:11]([OH:13])[CH:10]=[CH:9][C:8]=2[CH2:15][CH2:16][C:17]([O:19][CH2:20][CH3:21])=[O:18])=[C:5]([CH3:22])[O:4][N:3]=1. Reactant: [CH3:1][C:2]1[C:6]([C:7]2[CH:12]=[C:11]([O:13]C)[CH:10]=[CH:9][C:8]=2[CH2:15][CH2:16][C:17]([O:19][CH2:20][CH3:21])=[O:18])=[C:5]([CH3:22])[O:4][N:3]=1.B(Br)(Br)Br. The catalyst class is: 4. (2) Reactant: Cl[C:2]1[C:30]([CH3:31])=[CH:29][C:5]2[N:6]=[C:7]3[C:12]([N:13]([CH2:14][CH2:15][CH2:16][CH2:17][CH2:18][CH2:19][C:20]([O:22][C:23]([CH3:26])([CH3:25])[CH3:24])=[O:21])[C:4]=2[CH:3]=1)=[N:11][C:10](=[O:27])[NH:9][C:8]3=[O:28].[OH:32][CH:33]([CH2:36][OH:37])[CH2:34][NH2:35]. Product: [OH:32][CH:33]([CH2:36][OH:37])[CH2:34][NH:35][C:2]1[C:30]([CH3:31])=[CH:29][C:5]2[N:6]=[C:7]3[C:12]([N:13]([CH2:14][CH2:15][CH2:16][CH2:17][CH2:18][CH2:19][C:20]([O:22][C:23]([CH3:26])([CH3:25])[CH3:24])=[O:21])[C:4]=2[CH:3]=1)=[N:11][C:10](=[O:27])[NH:9][C:8]3=[O:28]. The catalyst class is: 16. (3) Reactant: [CH:1]1([O:5][C:6]([N:8]2[CH2:13][CH2:12][N:11]([C:14](=[O:46])[C@@H:15]([NH:28]C(OCC3C4C=CC=CC=4C4C3=CC=CC=4)=O)[CH2:16][CH2:17][CH2:18][CH2:19][O:20][CH2:21][C:22]3[CH:27]=[CH:26][CH:25]=[CH:24][CH:23]=3)[CH2:10][CH2:9]2)=[O:7])[CH2:4][CH2:3][CH2:2]1.N1CCOCC1. Product: [CH:1]1([O:5][C:6]([N:8]2[CH2:13][CH2:12][N:11]([C:14](=[O:46])[C@@H:15]([NH2:28])[CH2:16][CH2:17][CH2:18][CH2:19][O:20][CH2:21][C:22]3[CH:27]=[CH:26][CH:25]=[CH:24][CH:23]=3)[CH2:10][CH2:9]2)=[O:7])[CH2:4][CH2:3][CH2:2]1. The catalyst class is: 3.